From a dataset of Forward reaction prediction with 1.9M reactions from USPTO patents (1976-2016). Predict the product of the given reaction. (1) Given the reactants [NH2:1][C:2]1[N:6]([C:7]2[CH:12]=[CH:11][CH:10]=[CH:9][CH:8]=2)[N:5]=[C:4]([O:13][CH2:14][C@@H:15]2[CH2:18][CH2:17][N:16]2[C:19]([O:21][C:22]([CH3:25])([CH3:24])[CH3:23])=[O:20])[C:3]=1[CH3:26].C1(C2C=CC([CH2:36][O:37]C)=CC=2CN)CC1.[CH3:41][O:42][CH2:43][C:44]1[CH:45]=[CH:46][C:47]([O:52][C:53]([F:56])([F:55])[F:54])=[C:48]([CH2:50][NH2:51])[CH:49]=1, predict the reaction product. The product is: [CH3:41][O:42][CH2:43][C:44]1[CH:45]=[CH:46][C:47]([O:52][C:53]([F:54])([F:55])[F:56])=[C:48]([CH:49]=1)[CH2:50][NH:51][C:36](=[O:37])[NH:1][C:2]1[N:6]([C:7]2[CH:12]=[CH:11][CH:10]=[CH:9][CH:8]=2)[N:5]=[C:4]([O:13][CH2:14][C@@H:15]2[CH2:18][CH2:17][N:16]2[C:19]([O:21][C:22]([CH3:23])([CH3:25])[CH3:24])=[O:20])[C:3]=1[CH3:26]. (2) Given the reactants [OH:1][CH:2]([CH2:17][OH:18])[CH2:3][C:4]1[C:13]([O:14][CH3:15])=[CH:12][CH:11]=[C:10]2[C:5]=1[CH2:6][CH2:7][CH2:8][C:9]2=O.OC1C=C2C(=CC=1)C(=O)CCC2.Cl.[O:32]([NH2:34])[CH3:33].C([O-])(=O)C.[Na+].C(=O)(O)[O-].[Na+], predict the reaction product. The product is: [CH3:33][O:32][N:34]=[C:9]1[C:10]2[C:5](=[C:4]([CH2:3][CH:2]([OH:1])[CH2:17][OH:18])[C:13]([O:14][CH3:15])=[CH:12][CH:11]=2)[CH2:6][CH2:7][CH2:8]1. (3) Given the reactants [C:1]([O:5][CH3:6])(=[O:4])[CH2:2][CH3:3].[Li+].CC([N-]C(C)C)C.[CH3:15][C:16]([S:19]([N:21]=[C:22]1[CH2:25][O:24][CH2:23]1)=[O:20])([CH3:18])[CH3:17], predict the reaction product. The product is: [C:16]([S:19]([NH:21][C:22]1([CH:2]([CH3:3])[C:1]([O:5][CH3:6])=[O:4])[CH2:25][O:24][CH2:23]1)=[O:20])([CH3:15])([CH3:17])[CH3:18]. (4) The product is: [C:35]([OH:42])(=[O:41])/[CH:36]=[CH:37]/[C:38]([OH:40])=[O:39].[CH3:1][N:2]1[C:6]([CH2:7][CH2:8][O:9][C:10]2[CH:11]=[CH:12][C:13]([N:16]3[CH2:17][CH2:18][N:19]([C:22]4[CH:23]=[CH:24][C:25]5[N:26]([C:28]([C:31]([F:32])([F:33])[F:34])=[N:29][N:30]=5)[N:27]=4)[CH2:20][CH2:21]3)=[CH:14][CH:15]=2)=[CH:5][CH:4]=[N:3]1. Given the reactants [CH3:1][N:2]1[C:6]([CH2:7][CH2:8][O:9][C:10]2[CH:15]=[CH:14][C:13]([N:16]3[CH2:21][CH2:20][N:19]([C:22]4[CH:23]=[CH:24][C:25]5[N:26]([C:28]([C:31]([F:34])([F:33])[F:32])=[N:29][N:30]=5)[N:27]=4)[CH2:18][CH2:17]3)=[CH:12][CH:11]=2)=[CH:5][CH:4]=[N:3]1.[C:35]([OH:42])(=[O:41])/[CH:36]=[CH:37]/[C:38]([OH:40])=[O:39], predict the reaction product. (5) Given the reactants [CH3:1][C:2]1[CH:7]=[CH:6][CH:5]=[CH:4][C:3]=1[OH:8].C([Li])CCC.[Cl-:14].[Cl-].[Cl-].[CH3:17][C:18]1[C:22]([Ti+3:24])([CH3:23])[C:21]([CH3:25])=[C:20]([CH3:26])[C:19]=1[CH3:27], predict the reaction product. The product is: [Cl-:14].[Cl-:14].[CH3:1][C:2]1[CH:7]=[CH:6][CH:5]=[CH:4][C:3]=1[O:8][Ti+2:24][C:22]1([CH3:23])[C:18]([CH3:17])=[C:19]([CH3:27])[C:20]([CH3:26])=[C:21]1[CH3:25]. (6) Given the reactants C([SiH2]OC(C)(C)C1C(NCC2C=CC3OCCOC=3C=2)CCNC1)(C)(C)C.O=C1NC2C=C(C=O)C=CC=2OC1.[CH3:41][O:42][C:43]1[CH:44]=[N:45][C:46]2[C:51]([CH:52]=1)=[C:50]([CH:53]1[CH2:55][O:54]1)[CH:49]=[CH:48][CH:47]=2.[C:56]([SiH2:60][O:61][C:62]([CH3:83])([CH3:82])[CH:63]1[CH:68]([NH:69][CH2:70][C:71]2[CH:72]=[CH:73][C:74]3[O:79][CH2:78][C:77](=[O:80])[NH:76][C:75]=3[CH:81]=2)[CH2:67][CH2:66][NH:65][CH2:64]1)([CH3:59])([CH3:58])[CH3:57], predict the reaction product. The product is: [C:56]([SiH2:60][O:61][C:62]([CH3:83])([CH3:82])[CH:63]1[CH:68]([NH:69][CH2:70][C:71]2[CH:72]=[CH:73][C:74]3[O:79][CH2:78][C:77](=[O:80])[NH:76][C:75]=3[CH:81]=2)[CH2:67][CH2:66][NH:65][CH2:64]1)([CH3:59])([CH3:57])[CH3:58].[OH:54][CH:53]([C:50]1[CH:49]=[CH:48][CH:47]=[C:46]2[C:51]=1[CH:52]=[C:43]([O:42][CH3:41])[CH:44]=[N:45]2)[CH2:55][N:65]1[CH2:66][CH2:67][CH:68]([NH:69][CH2:70][C:71]2[CH:72]=[CH:73][C:74]3[O:79][CH2:78][C:77](=[O:80])[NH:76][C:75]=3[CH:81]=2)[CH:63]([CH2:62][OH:61])[CH2:64]1. (7) Given the reactants [CH3:1][C:2]1[C:3]([CH2:14][S:15]([C:17]2[NH:18][C:19]3[CH:25]=[CH:24][CH:23]=[CH:22][C:20]=3[N:21]=2)=[O:16])=[N:4][CH:5]=[CH:6][C:7]=1[O:8][CH2:9][C:10]([F:13])([F:12])[F:11].[C:26](=[O:35])([O:31][CH:32]([CH3:34])[CH3:33])[O:27][CH:28](I)[CH3:29].C(=O)([O-])[O-].[Cs+].[Cs+], predict the reaction product. The product is: [C:26](=[O:35])([O:27][CH:28]([N:21]1[C:20]2[CH:22]=[CH:23][CH:24]=[CH:25][C:19]=2[N:18]=[C:17]1[S:15]([CH2:14][C:3]1[C:2]([CH3:1])=[C:7]([O:8][CH2:9][C:10]([F:13])([F:11])[F:12])[CH:6]=[CH:5][N:4]=1)=[O:16])[CH3:29])[O:31][CH:32]([CH3:34])[CH3:33]. (8) Given the reactants C(C1C=CC([C@@H](NCCC2(O)CCC3(OCC(C)(C)CO3)CC2)C)=CC=1)(C)(C)C.ClC(Cl)(OC(=O)OC(Cl)(Cl)Cl)Cl.[C:42]([C:46]1[CH:51]=[CH:50][C:49]([C@@H:52]([N:54]2[CH2:59][CH2:58][C:57]3([CH2:71][CH2:70][C:62]4(OCC(C)(C)C[O:63]4)[CH2:61][CH2:60]3)[O:56][C:55]2=[O:72])[CH3:53])=[CH:48][CH:47]=1)([CH3:45])([CH3:44])[CH3:43], predict the reaction product. The product is: [C:42]([C:46]1[CH:51]=[CH:50][C:49]([C@@H:52]([N:54]2[CH2:59][CH2:58][C:57]3([CH2:60][CH2:61][C:62](=[O:63])[CH2:70][CH2:71]3)[O:56][C:55]2=[O:72])[CH3:53])=[CH:48][CH:47]=1)([CH3:43])([CH3:44])[CH3:45]. (9) Given the reactants [ClH:1].[NH:2]1[C:6]2[CH:7]=[CH:8][CH:9]=[CH:10][C:5]=2[N:4]=[C:3]1[C@H:11]([NH2:21])[CH2:12][C:13]1[CH:18]=[CH:17][C:16]([O:19][CH3:20])=[CH:15][CH:14]=1.[O:22]1[CH2:27][CH2:26][N:25]([CH2:28][C:29]2[CH:34]=[CH:33][CH:32]=[CH:31][C:30]=2[CH2:35][NH2:36])[CH2:24][CH2:23]1.[C:37](O)(C(F)(F)F)=[O:38], predict the reaction product. The product is: [ClH:1].[ClH:1].[NH:2]1[C:6]2[CH:7]=[CH:8][CH:9]=[CH:10][C:5]=2[N:4]=[C:3]1[C@H:11]([NH:21][C:37]([NH:36][CH2:35][C:30]1[CH:31]=[CH:32][CH:33]=[CH:34][C:29]=1[CH2:28][N:25]1[CH2:26][CH2:27][O:22][CH2:23][CH2:24]1)=[O:38])[CH2:12][C:13]1[CH:18]=[CH:17][C:16]([O:19][CH3:20])=[CH:15][CH:14]=1. (10) Given the reactants [CH2:1]([O:5][CH2:6][CH2:7][O:8][C:9]1[CH:14]=[CH:13][C:12]([C:15]2[CH:20]=[CH:19][C:18]([N:21]([CH2:25][CH:26]([CH3:28])[CH3:27])[CH2:22][CH2:23][CH3:24])=[C:17](/[CH:29]=[CH:30]/[C:31](O)=[O:32])[CH:16]=2)=[CH:11][CH:10]=1)[CH2:2][CH2:3][CH3:4].C(Cl)(=O)C(Cl)=O.[CH2:40]([N:43]1[C:47]([CH2:48][S@@:49]([C:51]2[CH:57]=[CH:56][C:54]([NH2:55])=[CH:53][CH:52]=2)=[O:50])=[CH:46][N:45]=[CH:44]1)[CH2:41][CH3:42].C(N(CC)CC)C, predict the reaction product. The product is: [CH2:1]([O:5][CH2:6][CH2:7][O:8][C:9]1[CH:14]=[CH:13][C:12]([C:15]2[CH:20]=[CH:19][C:18]([N:21]([CH2:25][CH:26]([CH3:27])[CH3:28])[CH2:22][CH2:23][CH3:24])=[C:17](/[CH:29]=[CH:30]/[C:31]([NH:55][C:54]3[CH:56]=[CH:57][C:51]([S@:49]([CH2:48][C:47]4[N:43]([CH2:40][CH2:41][CH3:42])[CH:44]=[N:45][CH:46]=4)=[O:50])=[CH:52][CH:53]=3)=[O:32])[CH:16]=2)=[CH:11][CH:10]=1)[CH2:2][CH2:3][CH3:4].